This data is from Reaction yield outcomes from USPTO patents with 853,638 reactions. The task is: Predict the reaction yield, written as a fraction of the theoretical maximum amount of product (1.0 means a 100% yield; for example, 0.34 means a 34% yield). (1) The reactants are [Mg].B(O)(O)[C@H:3]1N(C([C@@H](N)C(C)C)=O)CC[CH2:4]1.CS(O)(=O)=O.C(Br)C.[CH3:25][N:26]([CH3:40])[CH2:27][C@H:28]([CH3:39])[C:29]([C:31]1[CH:36]=[CH:35][CH:34]=[C:33]([O:37][CH3:38])[CH:32]=1)=[O:30].S([O-])(O)(=O)=O.[NH4+]. The catalyst is C(OCC)C.C(Br)C. The product is [CH3:40][N:26]([CH3:25])[CH2:27][C@H:28]([CH3:39])[C@:29]([C:31]1[CH:36]=[CH:35][CH:34]=[C:33]([O:37][CH3:38])[CH:32]=1)([OH:30])[CH2:3][CH3:4]. The yield is 0.980. (2) The reactants are O=C1C2C(=CC=CC=2)C(=O)[N:3]1[CH2:12][C@H:13]([NH:26][C:27](=[O:36])[C@H:28]([C:30]1[CH:35]=[CH:34][CH:33]=[CH:32][CH:31]=1)[CH3:29])[C:14]1[CH:19]=[CH:18][C:17]([O:20][CH2:21][C@@H:22]([CH3:25])[CH2:23][CH3:24])=[CH:16][CH:15]=1.O.NN. The catalyst is C(O)C. The product is [NH2:3][CH2:12][C@H:13]([NH:26][C:27](=[O:36])[C@H:28]([C:30]1[CH:31]=[CH:32][CH:33]=[CH:34][CH:35]=1)[CH3:29])[C:14]1[CH:15]=[CH:16][C:17]([O:20][CH2:21][C@@H:22]([CH3:25])[CH2:23][CH3:24])=[CH:18][CH:19]=1. The yield is 0.520. (3) The reactants are [Cl:1][C:2]1[S:6][C:5]([S:7]([NH:10][C:11]2[CH:12]=[CH:13][CH:14]=[C:15]3[C:19]=2[NH:18][C:17]([C:20]([O:22]CC)=[O:21])=[CH:16]3)(=[O:9])=[O:8])=[CH:4][CH:3]=1.[OH-].[Na+].O1CCCC1. The catalyst is C(O)C. The product is [Cl:1][C:2]1[S:6][C:5]([S:7]([NH:10][C:11]2[CH:12]=[CH:13][CH:14]=[C:15]3[C:19]=2[NH:18][C:17]([C:20]([OH:22])=[O:21])=[CH:16]3)(=[O:9])=[O:8])=[CH:4][CH:3]=1. The yield is 0.900. (4) The reactants are [O:1]=[C:2]1[CH2:6][CH2:5][CH2:4][N:3]1[C:7]1[CH:12]=[CH:11][C:10]([C:13]23[CH2:32][CH:17]4[CH2:18][C:19]([NH:21]C(=O)OCC5C=CC=CC=5)([CH2:20]2)[CH:15]([CH2:16]4)[CH2:14]3)=[CH:9][CH:8]=1. The catalyst is CO.[Pd]. The product is [NH2:21][C:19]12[CH2:18][CH:17]3[CH2:32][C:13]([C:10]4[CH:11]=[CH:12][C:7]([N:3]5[CH2:4][CH2:5][CH2:6][C:2]5=[O:1])=[CH:8][CH:9]=4)([CH2:14][CH:15]1[CH2:16]3)[CH2:20]2. The yield is 0.850. (5) The reactants are C[O:2][C:3]([C:5]1[N:6]=[CH:7][O:8][C:9]=1[CH:10]1[CH2:15][CH2:14][N:13]([C:16]([O:18][C:19]([CH3:22])([CH3:21])[CH3:20])=[O:17])[CH2:12][CH2:11]1)=[O:4].[OH-].[Na+]. The catalyst is CO. The product is [C:19]([O:18][C:16]([N:13]1[CH2:14][CH2:15][CH:10]([C:9]2[O:8][CH:7]=[N:6][C:5]=2[C:3]([OH:4])=[O:2])[CH2:11][CH2:12]1)=[O:17])([CH3:22])([CH3:20])[CH3:21]. The yield is 0.860. (6) The catalyst is CO.[Pd]. The reactants are [C:1]([O:5][C:6]([N:8]1[CH2:13][CH2:12][CH:11]([NH:14][C:15]2[CH:20]=[CH:19][C:18]([O:21]CC3C=CC=CC=3)=[CH:17][N:16]=2)[CH2:10][CH2:9]1)=[O:7])([CH3:4])([CH3:3])[CH3:2]. The product is [C:1]([O:5][C:6]([N:8]1[CH2:9][CH2:10][CH:11]([NH:14][C:15]2[CH:20]=[CH:19][C:18]([OH:21])=[CH:17][N:16]=2)[CH2:12][CH2:13]1)=[O:7])([CH3:4])([CH3:2])[CH3:3]. The yield is 0.750. (7) The reactants are Br[CH2:2][C:3]1[C:4]([C:25]2[CH:30]=[CH:29][CH:28]=[C:27]([C:31]([F:34])([F:33])[F:32])[CH:26]=2)=[N:5][C:6]2[C:11]([C:12]=1[C:13]([O:15][CH3:16])=[O:14])=[CH:10][C:9]([S:17]([CH3:20])(=[O:19])=[O:18])=[C:8]([O:21][CH:22]([CH3:24])[CH3:23])[CH:7]=2.[NH:35]1[CH2:40][CH2:39][CH:38]([N:41]2[CH2:46][CH2:45][O:44][CH2:43][CH2:42]2)[CH2:37][CH2:36]1. The catalyst is C(#N)C. The product is [CH3:24][CH:22]([O:21][C:8]1[CH:7]=[C:6]2[C:11]([C:12]([C:13]([O:15][CH3:16])=[O:14])=[C:3]([CH2:2][N:35]3[CH2:40][CH2:39][CH:38]([N:41]4[CH2:46][CH2:45][O:44][CH2:43][CH2:42]4)[CH2:37][CH2:36]3)[C:4]([C:25]3[CH:30]=[CH:29][CH:28]=[C:27]([C:31]([F:33])([F:32])[F:34])[CH:26]=3)=[N:5]2)=[CH:10][C:9]=1[S:17]([CH3:20])(=[O:19])=[O:18])[CH3:23]. The yield is 0.800.